Dataset: Catalyst prediction with 721,799 reactions and 888 catalyst types from USPTO. Task: Predict which catalyst facilitates the given reaction. (1) Reactant: CCN(C(C)C)C(C)C.[CH3:10][O:11][C:12]1[CH:13]=[CH:14][CH:15]=[C:16]2[C:21]=1[O:20][C:19](=[O:22])[C:18]([C:23]([OH:25])=O)=[CH:17]2.CN(C(ON1N=NC2C=CC=NC1=2)=[N+](C)C)C.F[P-](F)(F)(F)(F)F.[O:50]=[C:51]1[C:60]2[C:55](=[CH:56][CH:57]=[C:58]([C:61]3[CH:62]=[C:63]([NH2:67])[CH:64]=[CH:65][CH:66]=3)[CH:59]=2)[O:54][CH:53]=[CH:52]1. Product: [O:50]=[C:51]1[C:60]2[C:55](=[CH:56][CH:57]=[C:58]([C:61]3[CH:62]=[C:63]([NH:67][C:23]([C:18]4[C:19](=[O:22])[O:20][C:21]5[C:16]([CH:17]=4)=[CH:15][CH:14]=[CH:13][C:12]=5[O:11][CH3:10])=[O:25])[CH:64]=[CH:65][CH:66]=3)[CH:59]=2)[O:54][CH:53]=[CH:52]1. The catalyst class is: 3. (2) Reactant: [F:1][C:2]1([F:20])[CH2:5][C:4]([CH2:7][O:8][C:9]2[CH:14]=[CH:13][C:12]([N+:15]([O-])=O)=[CH:11][C:10]=2[O:18][CH3:19])([OH:6])[CH2:3]1. Product: [NH2:15][C:12]1[CH:13]=[CH:14][C:9]([O:8][CH2:7][C:4]2([OH:6])[CH2:5][C:2]([F:20])([F:1])[CH2:3]2)=[C:10]([O:18][CH3:19])[CH:11]=1. The catalyst class is: 19. (3) Reactant: [F:1][C:2]1[C:7]([C:8]2[NH:12][CH:11]=[C:10]([CH:13]=[O:14])[CH:9]=2)=[CH:6][CH:5]=[CH:4][N:3]=1.[H-].[Na+].C1OCCOCCOCCOCCOC1.[O:32]1[CH:36]=[CH:35][CH:34]=[C:33]1[S:37](Cl)(=[O:39])=[O:38]. Product: [F:1][C:2]1[C:7]([C:8]2[N:12]([S:37]([C:33]3[O:32][CH:36]=[CH:35][CH:34]=3)(=[O:39])=[O:38])[CH:11]=[C:10]([CH:13]=[O:14])[CH:9]=2)=[CH:6][CH:5]=[CH:4][N:3]=1. The catalyst class is: 685. (4) Reactant: [CH3:1][O:2][C:3](=[O:31])[C@@H:4]1[C:8]([CH3:10])([CH3:9])[C:7](=[O:11])[CH2:6][N:5]1C1C2C(C3C=CC=CC=3)C3C(=CC=CC=3)C=2C=CC=1.[C:40](O[C:40]([O:42][C:43]([CH3:46])([CH3:45])[CH3:44])=[O:41])([O:42][C:43]([CH3:46])([CH3:45])[CH3:44])=[O:41].[H][H]. Product: [CH3:1][O:2][C:3](=[O:31])[C@@H:4]1[C:8]([CH3:10])([CH3:9])[C:7](=[O:11])[CH2:6][N:5]1[C:40]([O:42][C:43]([CH3:44])([CH3:45])[CH3:46])=[O:41]. The catalyst class is: 312. (5) Reactant: [CH3:1][C:2]([CH3:23])([CH3:22])[C@H:3]([NH:11][C:12](=[O:21])[CH2:13][O:14][C:15]1[CH:20]=[CH:19][CH:18]=[CH:17][CH:16]=1)[C:4]([O:6]C(C)(C)C)=[O:5].FC(F)(F)C(O)=O. Product: [CH3:1][C:2]([CH3:23])([CH3:22])[C@H:3]([NH:11][C:12](=[O:21])[CH2:13][O:14][C:15]1[CH:20]=[CH:19][CH:18]=[CH:17][CH:16]=1)[C:4]([OH:6])=[O:5]. The catalyst class is: 4. (6) Reactant: [Si]([O:8][CH2:9][C:10]1[C:19]([Cl:20])=[CH:18][C:13]([C:14]([O:16][CH3:17])=[O:15])=[C:12]([F:21])[CH:11]=1)(C(C)(C)C)(C)C.Cl. Product: [Cl:20][C:19]1[C:10]([CH2:9][OH:8])=[CH:11][C:12]([F:21])=[C:13]([CH:18]=1)[C:14]([O:16][CH3:17])=[O:15]. The catalyst class is: 155. (7) Reactant: [N:1]1([CH2:7][CH2:8][NH2:9])[CH2:6][CH2:5][O:4][CH2:3][CH2:2]1.Cl[C:11]1[N:12]=[N+:13]([O-:21])[C:14]2[CH:20]=[CH:19][CH:18]=[CH:17][C:15]=2[N:16]=1. Product: [N:1]1([CH2:7][CH2:8][NH:9][C:11]2[N:12]=[N+:13]([O-:21])[C:14]3[CH:20]=[CH:19][CH:18]=[CH:17][C:15]=3[N:16]=2)[CH2:6][CH2:5][O:4][CH2:3][CH2:2]1. The catalyst class is: 57.